From a dataset of Aqueous solubility values for 9,982 compounds from the AqSolDB database. Regression/Classification. Given a drug SMILES string, predict its absorption, distribution, metabolism, or excretion properties. Task type varies by dataset: regression for continuous measurements (e.g., permeability, clearance, half-life) or binary classification for categorical outcomes (e.g., BBB penetration, CYP inhibition). For this dataset (solubility_aqsoldb), we predict Y. (1) The drug is CC1CC1(C(=O)O)C(=O)O. The Y is 0.841 log mol/L. (2) The drug is CC/C=C/CCCCCCCCCCCCCCOCC. The Y is -4.80 log mol/L.